From a dataset of Peptide-MHC class I binding affinity with 185,985 pairs from IEDB/IMGT. Regression. Given a peptide amino acid sequence and an MHC pseudo amino acid sequence, predict their binding affinity value. This is MHC class I binding data. (1) The peptide sequence is ETWILRHPGF. The MHC is HLA-A30:01 with pseudo-sequence HLA-A30:01. The binding affinity (normalized) is 0.129. (2) The peptide sequence is AAGLPAIFV. The MHC is HLA-A69:01 with pseudo-sequence HLA-A69:01. The binding affinity (normalized) is 0.355.